Dataset: Merck oncology drug combination screen with 23,052 pairs across 39 cell lines. Task: Regression. Given two drug SMILES strings and cell line genomic features, predict the synergy score measuring deviation from expected non-interaction effect. (1) Drug 1: O=C(CCCCCCC(=O)Nc1ccccc1)NO. Drug 2: CCN(CC)CCNC(=O)c1c(C)[nH]c(C=C2C(=O)Nc3ccc(F)cc32)c1C. Cell line: A2780. Synergy scores: synergy=-7.62. (2) Drug 1: Cc1nc(Nc2ncc(C(=O)Nc3c(C)cccc3Cl)s2)cc(N2CCN(CCO)CC2)n1. Drug 2: CC1(c2nc3c(C(N)=O)cccc3[nH]2)CCCN1. Cell line: KPL1. Synergy scores: synergy=8.05. (3) Drug 1: CC1CC2C3CCC4=CC(=O)C=CC4(C)C3(F)C(O)CC2(C)C1(O)C(=O)CO. Drug 2: CC(C)CC(NC(=O)C(Cc1ccccc1)NC(=O)c1cnccn1)B(O)O. Cell line: MSTO. Synergy scores: synergy=66.7. (4) Drug 2: O=C(O)C1(Cc2cccc(Nc3nccs3)n2)CCC(Oc2cccc(Cl)c2F)CC1. Synergy scores: synergy=0.464. Drug 1: CN(Cc1cnc2nc(N)nc(N)c2n1)c1ccc(C(=O)NC(CCC(=O)O)C(=O)O)cc1. Cell line: UWB1289. (5) Drug 1: CCC1(O)CC2CN(CCc3c([nH]c4ccccc34)C(C(=O)OC)(c3cc4c(cc3OC)N(C)C3C(O)(C(=O)OC)C(OC(C)=O)C5(CC)C=CCN6CCC43C65)C2)C1. Drug 2: C=CCn1c(=O)c2cnc(Nc3ccc(N4CCN(C)CC4)cc3)nc2n1-c1cccc(C(C)(C)O)n1. Cell line: NCIH520. Synergy scores: synergy=9.78.